From a dataset of Forward reaction prediction with 1.9M reactions from USPTO patents (1976-2016). Predict the product of the given reaction. (1) Given the reactants F[C:2]1[CH:9]=[CH:8][CH:7]=[CH:6][C:3]=1[C:4]#[N:5].[CH:10]1([NH2:14])[CH2:13][CH2:12][CH2:11]1, predict the reaction product. The product is: [CH:10]1([NH:14][C:2]2[CH:9]=[CH:8][CH:7]=[CH:6][C:3]=2[C:4]#[N:5])[CH2:13][CH2:12][CH2:11]1. (2) Given the reactants F[C:2]1[CH:3]=[CH:4][C:5]2[C:6]3[N:7]([N:25]=[C:26]([NH2:28])[N:27]=3)[C:8]([CH2:12][C:13]3[CH:18]=[CH:17][C:16]([O:19][CH3:20])=[C:15]([O:21][CH3:22])[C:14]=3[O:23][CH3:24])=[N:9][C:10]=2[CH:11]=1.O1C2C=CC(CC3N4N=C(N)N=C4C4C=CC(F)=CC=4N=3)=CC=2OC1.[OH:54][CH2:55][CH2:56][NH2:57], predict the reaction product. The product is: [NH2:28][C:26]1[N:27]=[C:6]2[N:7]([C:8]([CH2:12][C:13]3[CH:18]=[CH:17][C:16]([O:19][CH3:20])=[C:15]([O:21][CH3:22])[C:14]=3[O:23][CH3:24])=[N:9][C:10]3[CH:11]=[C:2]([NH:57][CH2:56][CH2:55][OH:54])[CH:3]=[CH:4][C:5]=32)[N:25]=1.